From a dataset of Aqueous solubility values for 9,982 compounds from the AqSolDB database. Regression/Classification. Given a drug SMILES string, predict its absorption, distribution, metabolism, or excretion properties. Task type varies by dataset: regression for continuous measurements (e.g., permeability, clearance, half-life) or binary classification for categorical outcomes (e.g., BBB penetration, CYP inhibition). For this dataset (solubility_aqsoldb), we predict Y. (1) The drug is O=C(O)CCl. The Y is 0.928 log mol/L. (2) The Y is -3.41 log mol/L. The drug is O=C(O)CCC(=O)OCn1c(=O)oc2ccc(Cl)cc21.